Dataset: Catalyst prediction with 721,799 reactions and 888 catalyst types from USPTO. Task: Predict which catalyst facilitates the given reaction. (1) Reactant: [F:1][C:2]([F:39])([F:38])[C@@H:3]([NH:10][C@@H:11]([CH2:33][C:34]([F:37])([CH3:36])[CH3:35])[C:12]([NH:14][C@@H:15]([CH2:31][CH3:32])[CH2:16][NH:17][C:18]1[CH:28]=[CH:27][C:21]([O:22][CH2:23][C:24]([OH:26])=O)=[CH:20][C:19]=1[O:29][CH3:30])=[O:13])[C:4]1[CH:9]=[CH:8][CH:7]=[CH:6][CH:5]=1.C[N:41](C(ON1N=NC2C=CC=NC1=2)=[N+](C)C)C.F[P-](F)(F)(F)(F)F.N.C(N(CC)CC)C. Product: [C:24]([CH2:23][O:22][C:21]1[CH:27]=[CH:28][C:18]([NH:17][CH2:16][C@@H:15]([NH:14][C:12](=[O:13])[C@@H:11]([NH:10][C@@H:3]([C:4]2[CH:5]=[CH:6][CH:7]=[CH:8][CH:9]=2)[C:2]([F:1])([F:39])[F:38])[CH2:33][C:34]([F:37])([CH3:35])[CH3:36])[CH2:31][CH3:32])=[C:19]([O:29][CH3:30])[CH:20]=1)(=[O:26])[NH2:41]. The catalyst class is: 9. (2) Reactant: [N+:1]([C:4]1[CH:12]=[CH:11][C:7]([C:8](O)=[O:9])=[C:6]([C:13]([F:16])([F:15])[F:14])[CH:5]=1)([O-:3])=[O:2].[CH3:17][NH:18][CH3:19].CCN(CC)CC.CN(C(ON1N=NC2C=CC=NC1=2)=[N+](C)C)C.F[P-](F)(F)(F)(F)F.C([O-])(O)=O.[Na+]. Product: [CH3:17][N:18]([CH3:19])[C:8](=[O:9])[C:7]1[CH:11]=[CH:12][C:4]([N+:1]([O-:3])=[O:2])=[CH:5][C:6]=1[C:13]([F:16])([F:15])[F:14]. The catalyst class is: 2. (3) Reactant: Cl[C:2]1[CH:3]=[C:4]([C:9]2[N:13]3[C:14]4[N:22]=[C:21]([O:23][CH3:24])[CH:20]=[CH:19][C:15]=4[N:16]=[C:17]([CH3:18])[C:12]3=[C:11]([CH3:25])[N:10]=2)[CH:5]=[C:6](Cl)[CH:7]=1.[F:26][C:27]([F:39])([F:38])[O:28]C1C=CC(B(O)O)=CC=1.C([O-])([O-])=O.[K+].[K+]. Product: [CH3:24][O:23][C:21]1[CH:20]=[CH:19][C:15]2[N:16]=[C:17]([CH3:18])[C:12]3[N:13]([C:9]([C:4]4[CH:5]=[CH:6][C:7]([O:28][C:27]([F:39])([F:38])[F:26])=[CH:2][CH:3]=4)=[N:10][C:11]=3[CH3:25])[C:14]=2[N:22]=1. The catalyst class is: 73.